Dataset: Full USPTO retrosynthesis dataset with 1.9M reactions from patents (1976-2016). Task: Predict the reactants needed to synthesize the given product. (1) Given the product [CH2:1]([O:3][C:4]1[CH:10]=[CH:9][C:7]([NH:8][C:31](=[O:32])[CH2:30][CH2:29][C:23]2[CH:28]=[CH:27][CH:26]=[CH:25][CH:24]=2)=[C:6]([N+:11]([O-:13])=[O:12])[CH:5]=1)[CH3:2], predict the reactants needed to synthesize it. The reactants are: [CH2:1]([O:3][C:4]1[CH:10]=[CH:9][C:7]([NH2:8])=[C:6]([N+:11]([O-:13])=[O:12])[CH:5]=1)[CH3:2].CCN(C(C)C)C(C)C.[C:23]1([CH2:29][CH2:30][C:31](Cl)=[O:32])[CH:28]=[CH:27][CH:26]=[CH:25][CH:24]=1. (2) Given the product [CH3:1][O:2][C:3]1[CH:4]=[C:5]2[C:10](=[CH:11][C:12]=1[O:13][CH3:14])[N:9]=[CH:8][CH:7]=[C:6]2[O:15][C:16]1[CH:22]=[CH:21][C:19]([NH:20][C:40](=[O:42])[O:58][CH:56]([C:55]2[CH:59]=[CH:60][C:52]([CH3:51])=[CH:53][CH:54]=2)[CH3:57])=[C:18]([CH3:23])[C:17]=1[CH3:24], predict the reactants needed to synthesize it. The reactants are: [CH3:1][O:2][C:3]1[CH:4]=[C:5]2[C:10](=[CH:11][C:12]=1[O:13][CH3:14])[N:9]=[CH:8][CH:7]=[C:6]2[O:15][C:16]1[CH:22]=[CH:21][C:19]([NH2:20])=[C:18]([CH3:23])[C:17]=1[CH3:24].C1(C)C=CC=CC=1.C(N(CC)CC)C.Cl[C:40](Cl)([O:42]C(=O)OC(Cl)(Cl)Cl)Cl.[CH3:51][C:52]1[CH:60]=[CH:59][C:55]([CH:56]([OH:58])[CH3:57])=[CH:54][CH:53]=1. (3) The reactants are: [CH3:1][N:2]([CH3:13])[C:3]1[O:7][N:6]=[C:5]([C:8]([O:10]CC)=[O:9])[N:4]=1.[Li+].[OH-]. Given the product [CH3:1][N:2]([CH3:13])[C:3]1[O:7][N:6]=[C:5]([C:8]([OH:10])=[O:9])[N:4]=1, predict the reactants needed to synthesize it. (4) The reactants are: [CH3:1][O:2][CH2:3][CH2:4][CH2:5][O:6][C:7]1[CH:29]=[CH:28][C:10]2[C:11]([CH2:14][O:15][C:16]3[CH:24]=[CH:23][CH:22]=[C:21]4[C:17]=3[CH:18]=[C:19]([C:25]([OH:27])=O)[NH:20]4)=[CH:12][O:13][C:9]=2[CH:8]=1.[NH2:30][CH:31]1[CH2:36][CH2:35][C:34]([CH2:38][CH2:39][N:40]2[CH2:45][CH2:44][C@H:43]([OH:46])[C@@H:42]([CH3:47])[CH2:41]2)([OH:37])[CH2:33][CH2:32]1. Given the product [OH:37][C:34]1([CH2:38][CH2:39][N:40]2[CH2:45][CH2:44][C@H:43]([OH:46])[C@@H:42]([CH3:47])[CH2:41]2)[CH2:35][CH2:36][CH:31]([NH:30][C:25]([C:19]2[NH:20][C:21]3[C:17]([CH:18]=2)=[C:16]([O:15][CH2:14][C:11]2[C:10]4[CH:28]=[CH:29][C:7]([O:6][CH2:5][CH2:4][CH2:3][O:2][CH3:1])=[CH:8][C:9]=4[O:13][CH:12]=2)[CH:24]=[CH:23][CH:22]=3)=[O:27])[CH2:32][CH2:33]1, predict the reactants needed to synthesize it. (5) Given the product [NH:3]1[C:4]2[CH:10]=[CH:9][CH:8]=[CH:7][C:5]=2[N:6]=[C:2]1[NH:3][CH2:4][CH2:5][NH2:6], predict the reactants needed to synthesize it. The reactants are: Cl[C:2]1[NH:6][C:5]2[CH:7]=[CH:8][CH:9]=[CH:10][C:4]=2[N:3]=1. (6) Given the product [C:1]([O:5][C:6](=[O:19])[NH:7][C:8]1[CH:13]=[CH:12][C:11]([C:14]([F:17])([F:16])[F:15])=[CH:10][C:9]=1[NH:18][C:25](=[O:24])[CH2:26][C:27](=[O:40])[C:28]1[CH:33]=[CH:32][CH:31]=[C:30]([C:34]2[CH:35]=[N:36][CH:37]=[CH:38][CH:39]=2)[CH:29]=1)([CH3:4])([CH3:2])[CH3:3], predict the reactants needed to synthesize it. The reactants are: [C:1]([O:5][C:6](=[O:19])[NH:7][C:8]1[CH:13]=[CH:12][C:11]([C:14]([F:17])([F:16])[F:15])=[CH:10][C:9]=1[NH2:18])([CH3:4])([CH3:3])[CH3:2].C([O:24][C:25](=O)[CH2:26][C:27](=[O:40])[C:28]1[CH:33]=[CH:32][CH:31]=[C:30]([C:34]2[CH:35]=[N:36][CH:37]=[CH:38][CH:39]=2)[CH:29]=1)(C)(C)C. (7) Given the product [Cl:1][C:2]1[CH:7]=[C:6]([CH3:8])[CH:5]=[CH:4][C:3]=1[NH:9][C:10](=[O:38])[CH2:11][C@@H:12]([C:24]1[C:28]2[CH2:29][CH2:30][CH2:31][CH:32]([CH2:33][CH2:34][CH:35]([CH3:36])[CH3:37])[C:27]=2[O:26][N:25]=1)[CH2:13][CH2:14][CH2:15][OH:16], predict the reactants needed to synthesize it. The reactants are: [Cl:1][C:2]1[CH:7]=[C:6]([CH3:8])[CH:5]=[CH:4][C:3]=1[NH:9][C:10](=[O:38])[CH2:11][C@@H:12]([C:24]1[C:28]2[CH2:29][CH2:30][CH2:31][CH:32]([CH2:33][CH2:34][CH:35]([CH3:37])[CH3:36])[C:27]=2[O:26][N:25]=1)[CH2:13][CH2:14][CH2:15][O:16]CC1C=CC=CC=1.ClCCl.B(Br)(Br)Br.C(=O)([O-])O.[Na+]. (8) Given the product [CH2:14]([C:13]1[N:12]=[C:11]([NH2:16])[N:10]=[C:9]([NH2:17])[C:8]=1[C:5]1[CH:4]=[CH:3][C:2]([NH:1][NH2:18])=[CH:7][CH:6]=1)[CH3:15], predict the reactants needed to synthesize it. The reactants are: [NH2:1][C:2]1[CH:7]=[CH:6][C:5]([C:8]2[C:9]([NH2:17])=[N:10][C:11]([NH2:16])=[N:12][C:13]=2[CH2:14][CH3:15])=[CH:4][CH:3]=1.[N:18]([O-])=O.[Na+].O.O.Cl[Sn]Cl. (9) Given the product [CH2:1]([O:8][C@H:9]1[C@H:14]([O:15][CH2:16][C:17]2[CH:22]=[CH:21][CH:20]=[CH:19][CH:18]=2)[C@@H:13]([O:23][CH2:24][C:25]2[CH:26]=[CH:27][CH:28]=[CH:29][CH:30]=2)[C@@:12]([C:33]2[CH:38]=[CH:37][C:36]([Cl:39])=[C:35]([CH2:40][C:41]3[CH:46]=[CH:45][C:44]([O:47][CH3:48])=[C:43]([F:49])[C:42]=3[F:50])[CH:34]=2)([O:31][CH3:32])[O:11][C:10]1([CH2:51][OH:52])[CH2:53][OH:54])[C:2]1[CH:7]=[CH:6][CH:5]=[CH:4][CH:3]=1, predict the reactants needed to synthesize it. The reactants are: [CH2:1]([O:8][C@H:9]1[C@H:14]([O:15][CH2:16][C:17]2[CH:22]=[CH:21][CH:20]=[CH:19][CH:18]=2)[C@@H:13]([O:23][CH2:24][C:25]2[CH:30]=[CH:29][CH:28]=[CH:27][CH:26]=2)[C@@:12]([C:33]2[CH:38]=[CH:37][C:36]([Cl:39])=[C:35]([CH2:40][C:41]3[CH:46]=[CH:45][C:44]([O:47][CH3:48])=[C:43]([F:49])[C:42]=3[F:50])[CH:34]=2)([O:31][CH3:32])[O:11][C@:10]1([CH2:53][OH:54])[CH:51]=[O:52])[C:2]1[CH:7]=[CH:6][CH:5]=[CH:4][CH:3]=1.[BH4-].[Na+].